From a dataset of Catalyst prediction with 721,799 reactions and 888 catalyst types from USPTO. Predict which catalyst facilitates the given reaction. (1) Reactant: [CH3:1][O:2][C:3]1[CH:4]=[C:5]([CH:7]=[CH:8][C:9]=1[O:10][CH3:11])[NH2:6].[CH2:12]([O:14][C:15](=[O:23])[C:16](=[CH:19]OCC)[C:17]#[N:18])[CH3:13]. Product: [CH2:12]([O:14][C:15](=[O:23])[C:16]([C:17]#[N:18])=[CH:19][NH:6][C:5]1[CH:7]=[CH:8][C:9]([O:10][CH3:11])=[C:3]([O:2][CH3:1])[CH:4]=1)[CH3:13]. The catalyst class is: 11. (2) Reactant: [CH:1]1([N:4]([CH2:28][C:29]2[CH:34]=[C:33]([CH2:35][CH2:36][CH2:37][C:38](OC)=[O:39])[CH:32]=[C:31]([Cl:42])[C:30]=2[Cl:43])[C:5]([C@H:7]2[C@H:12]([C:13]3[CH:18]=[CH:17][N:16]([CH3:19])[C:15](=[O:20])[CH:14]=3)[CH2:11][CH2:10][N:9]([C:21]([O:23][C:24]([CH3:27])([CH3:26])[CH3:25])=[O:22])[CH2:8]2)=[O:6])[CH2:3][CH2:2]1.[BH4-].[Li+]. Product: [CH:1]1([N:4]([CH2:28][C:29]2[CH:34]=[C:33]([CH2:35][CH2:36][CH2:37][CH2:38][OH:39])[CH:32]=[C:31]([Cl:42])[C:30]=2[Cl:43])[C:5]([C@H:7]2[C@H:12]([C:13]3[CH:18]=[CH:17][N:16]([CH3:19])[C:15](=[O:20])[CH:14]=3)[CH2:11][CH2:10][N:9]([C:21]([O:23][C:24]([CH3:25])([CH3:26])[CH3:27])=[O:22])[CH2:8]2)=[O:6])[CH2:2][CH2:3]1. The catalyst class is: 1. (3) Reactant: [OH:1][C:2]1[CH:7]=[CH:6][C:5]([C:8]([C:11]2[CH:16]=[CH:15][C:14]([OH:17])=[CH:13][CH:12]=2)([CH3:10])[CH3:9])=[CH:4][CH:3]=1.[CH2:18]1[O:20][CH2:19]1.C(O)(=O)[C:22]1[CH:30]=[CH:29][CH:28]=[C:24]([C:25]([OH:27])=[O:26])[CH:23]=1.C(OCCCC)(=O)C1C(=CC=CC=1)[C:36]([O:38]CCCC)=[O:37].[N-]=C=O.NC(OCC)=O. Product: [OH:1][C:2]1[CH:3]=[CH:4][C:5]([C:8]([C:11]2[CH:12]=[CH:13][C:14]([OH:17])=[CH:15][CH:16]=2)([CH3:10])[CH3:9])=[CH:6][CH:7]=1.[CH2:19]1[O:20][CH2:18]1.[C:25]([OH:27])(=[O:26])[C:24]1[CH:23]=[CH:22][C:30]([C:36]([OH:38])=[O:37])=[CH:29][CH:28]=1. The catalyst class is: 133. (4) Reactant: FC(F)(F)C(O)=O.[CH2:8]([O:10][C:11]([N:13]1[CH2:18][CH2:17][N:16]([C:19](=[O:45])[C@@H:20]([NH:23][C:24]([C:26]2[CH:30]=[C:29]([O:31][CH2:32][C:33](=[O:38])[C:34]([CH3:37])([CH3:36])[CH3:35])[N:28]([C:39]3[CH:44]=[CH:43][CH:42]=[CH:41][CH:40]=3)[N:27]=2)=[O:25])[CH2:21][NH2:22])[CH2:15][CH2:14]1)=[O:12])[CH3:9].Cl[C:47]([O:49][CH3:50])=[O:48]. Product: [CH2:8]([O:10][C:11]([N:13]1[CH2:18][CH2:17][N:16]([C:19](=[O:45])[C@@H:20]([NH:23][C:24]([C:26]2[CH:30]=[C:29]([O:31][CH2:32][C:33](=[O:38])[C:34]([CH3:37])([CH3:36])[CH3:35])[N:28]([C:39]3[CH:40]=[CH:41][CH:42]=[CH:43][CH:44]=3)[N:27]=2)=[O:25])[CH2:21][NH:22][C:47]([O:49][CH3:50])=[O:48])[CH2:15][CH2:14]1)=[O:12])[CH3:9]. The catalyst class is: 347. (5) Reactant: OC[C@@H]([N:8]1[CH2:13][C@@H:12]2[CH2:14][C@H:9]1[CH:10]=[CH:11]2)C(OC)=O.C1(P(C2C=CC=CC=2)C2C=CC=CC=2)C=CC=CC=1.N(C(OCC)=O)=NC(OCC)=O.Cl.[C:55](O[C:55]([O:57][C:58]([CH3:61])([CH3:60])[CH3:59])=[O:56])([O:57][C:58]([CH3:61])([CH3:60])[CH3:59])=[O:56]. Product: [C:58]([O:57][C:55]([N:8]1[CH2:13][C@@H:12]2[CH2:14][C@H:9]1[CH:10]=[CH:11]2)=[O:56])([CH3:59])([CH3:60])[CH3:61]. The catalyst class is: 4. (6) Reactant: [CH3:1][O:2][CH2:3][O:4][C:5]1[CH:13]=[C:12]([C:14]2([CH3:19])[O:18][CH2:17][CH2:16][O:15]2)[CH:11]=[CH:10][C:6]=1[C:7]([O-:9])=O.[Li+].C(Cl)(=O)C(Cl)=O.N1C=CC=CC=1.[Cl:33][C:34]1[CH:35]=[CH:36][C:37]([NH:40][C:41](=[O:49])[C:42]2[CH:47]=[CH:46][CH:45]=[CH:44][C:43]=2[NH2:48])=[N:38][CH:39]=1. The catalyst class is: 59. Product: [Cl:33][C:34]1[CH:35]=[CH:36][C:37]([NH:40][C:41](=[O:49])[C:42]2[CH:47]=[CH:46][CH:45]=[CH:44][C:43]=2[NH:48][C:7](=[O:9])[C:6]2[CH:10]=[CH:11][C:12]([C:14]3([CH3:19])[O:18][CH2:17][CH2:16][O:15]3)=[CH:13][C:5]=2[O:4][CH2:3][O:2][CH3:1])=[N:38][CH:39]=1.